This data is from Full USPTO retrosynthesis dataset with 1.9M reactions from patents (1976-2016). The task is: Predict the reactants needed to synthesize the given product. (1) Given the product [CH3:10][O:11][C:12](=[O:20])[C:13]1[CH:18]=[CH:17][C:16]([O:19][C:2]2[CH:3]=[CH:4][C:5]([CH:8]=[O:9])=[CH:6][N:7]=2)=[CH:15][CH:14]=1, predict the reactants needed to synthesize it. The reactants are: Br[C:2]1[N:7]=[CH:6][C:5]([CH:8]=[O:9])=[CH:4][CH:3]=1.[CH3:10][O:11][C:12](=[O:20])[C:13]1[CH:18]=[CH:17][C:16]([OH:19])=[CH:15][CH:14]=1.C([O-])([O-])=O.[K+].[K+]. (2) Given the product [Cl:1][C:2]1[CH:3]=[C:4]([N:10]2[C:25](=[O:26])[CH:24]=[C:21]([OH:23])[CH:11]2[CH2:12][C:13]2[CH:14]=[CH:15][C:16]([C:19]#[N:20])=[CH:17][CH:18]=2)[CH:5]=[CH:6][C:7]=1[C:8]#[N:9], predict the reactants needed to synthesize it. The reactants are: [Cl:1][C:2]1[CH:3]=[C:4]([NH:10][C@H:11]([C:21]([OH:23])=O)[CH2:12][C:13]2[CH:18]=[CH:17][C:16]([C:19]#[N:20])=[CH:15][CH:14]=2)[CH:5]=[CH:6][C:7]=1[C:8]#[N:9].[CH3:24][C:25]1(C)OC(=O)CC(=O)[O:26]1.S([O-])(O)(=O)=O.[K+]. (3) Given the product [Br:2][C:3]1[CH:8]=[CH:7][C:6]([CH2:9][NH:10][C:13](=[O:22])[O:14][CH2:15][C:16]2[CH:21]=[CH:20][CH:19]=[CH:18][CH:17]=2)=[CH:5][CH:4]=1, predict the reactants needed to synthesize it. The reactants are: [Cl-].[Br:2][C:3]1[CH:8]=[CH:7][C:6]([CH2:9][NH3+:10])=[CH:5][CH:4]=1.[OH-].[Na+].[C:13](Cl)(=[O:22])[O:14][CH2:15][C:16]1[CH:21]=[CH:20][CH:19]=[CH:18][CH:17]=1. (4) Given the product [Cl:3][C:4]1[CH:5]=[CH:6][C:7]([C:35]#[N:36])=[C:8]([C:10]2[C:15]([O:16][CH3:17])=[CH:14][N:13]([CH:18]([CH2:29][C:30]([CH3:32])([CH3:33])[CH3:31])[C:19]([OH:21])=[O:20])[C:12](=[O:34])[CH:11]=2)[CH:9]=1, predict the reactants needed to synthesize it. The reactants are: [H-].[Na+].[Cl:3][C:4]1[CH:5]=[CH:6][C:7]([C:35]#[N:36])=[C:8]([C:10]2[C:15]([O:16][CH3:17])=[CH:14][N:13]([CH:18]([CH2:29][C:30]([CH3:33])([CH3:32])[CH3:31])[C:19]([O:21]CC3C=CC=CC=3)=[O:20])[C:12](=[O:34])[CH:11]=2)[CH:9]=1. (5) Given the product [CH:17]1([C:13]2[N:4]3[C:5]4[C:10]([N:11]=[C:2]([NH2:23])[C:3]3=[C:15]([CH3:16])[N:14]=2)=[CH:9][CH:8]=[C:7]([F:12])[CH:6]=4)[CH2:22][CH2:21][CH2:20][CH2:19][CH2:18]1, predict the reactants needed to synthesize it. The reactants are: Cl[C:2]1[C:3]2[N:4]([C:13]([CH:17]3[CH2:22][CH2:21][CH2:20][CH2:19][CH2:18]3)=[N:14][C:15]=2[CH3:16])[C:5]2[C:10]([N:11]=1)=[CH:9][CH:8]=[C:7]([F:12])[CH:6]=2.[NH3:23]. (6) Given the product [C:1]([C:5]1[C:6]2[O:12][C:14](=[O:15])[CH:13]([OH:16])[C:7]=2[CH:8]=[C:9]([Cl:11])[CH:10]=1)([CH3:4])([CH3:2])[CH3:3], predict the reactants needed to synthesize it. The reactants are: [C:1]([C:5]1[CH:10]=[C:9]([Cl:11])[CH:8]=[CH:7][C:6]=1[OH:12])([CH3:4])([CH3:3])[CH3:2].[C:13](O)(=[O:16])[CH:14]=[O:15].C1(C)C=CC(S(O)(=O)=O)=CC=1.